This data is from Full USPTO retrosynthesis dataset with 1.9M reactions from patents (1976-2016). The task is: Predict the reactants needed to synthesize the given product. (1) Given the product [F:1][C:2]1[C:10]2[C:5](=[CH:6][CH:7]=[C:8]([C:11]3[CH:12]=[C:13]([NH:17][C@H:18]([C:25]4[CH:30]=[CH:29][CH:28]=[CH:27][CH:26]=4)[CH2:19][NH:20][CH2:21][CH2:22][OH:23])[CH:14]=[N:15][CH:16]=3)[CH:9]=2)[NH:4][N:3]=1, predict the reactants needed to synthesize it. The reactants are: [F:1][C:2]1[C:10]2[C:5](=[CH:6][CH:7]=[C:8]([C:11]3[CH:12]=[C:13]([NH:17][C@H:18]([C:25]4[CH:30]=[CH:29][CH:28]=[CH:27][CH:26]=4)[CH2:19][NH:20][C:21](=O)[CH2:22][OH:23])[CH:14]=[N:15][CH:16]=3)[CH:9]=2)[NH:4][N:3]=1. (2) Given the product [O:1]1[C:5]2([CH2:6][CH2:7][CH:8]([N:11]3[C:32](=[O:33])[C:31]([CH2:30][C:28]4[S:29][C:25]([C:20]5[CH:21]=[CH:22][CH:23]=[CH:24][C:19]=5[C:17]#[N:18])=[CH:26][CH:27]=4)=[C:37]([CH2:38][CH2:39][CH3:40])[N:13]4[N:14]=[CH:15][N:16]=[C:12]34)[CH2:9][CH2:10]2)[O:4][CH2:3][CH2:2]1, predict the reactants needed to synthesize it. The reactants are: [O:1]1[C:5]2([CH2:10][CH2:9][CH:8]([NH:11][C:12]3[NH:16][CH:15]=[N:14][N:13]=3)[CH2:7][CH2:6]2)[O:4][CH2:3][CH2:2]1.[C:17]([C:19]1[CH:24]=[CH:23][CH:22]=[CH:21][C:20]=1[C:25]1[S:29][C:28]([CH2:30][CH:31]([C:37](=O)[CH2:38][CH2:39][CH3:40])[C:32](OCC)=[O:33])=[CH:27][CH:26]=1)#[N:18].N12CCCN=C1CCCCC2.C(N(CC)C1C=CC=CC=1)C. (3) The reactants are: [C:1]([C:4]#[C:5][C:6]1[CH:11]=[CH:10][C:9]([C:12]2[CH:17]=[C:16]([O:18]C)[C:15]([C:20]3[CH:25]=[CH:24][C:23]([C:26]#[C:27][C:28](=[S:30])[CH3:29])=[CH:22][CH:21]=3)=[CH:14][C:13]=2[O:31]C)=[CH:8][CH:7]=1)(=[S:3])[CH3:2].C(#N)C.C1COCC1.ClCCl. Given the product [C:1]([C:4]#[C:5][C:6]1[CH:7]=[CH:8][C:9]([C:12]2[C:13](=[O:31])[CH:14]=[C:15]([C:20]3[CH:21]=[CH:22][C:23]([C:26]#[C:27][C:28](=[S:30])[CH3:29])=[CH:24][CH:25]=3)[C:16](=[O:18])[CH:17]=2)=[CH:10][CH:11]=1)(=[S:3])[CH3:2], predict the reactants needed to synthesize it. (4) The reactants are: [Br:1][C:2]1[CH:3]=[C:4]2[C:8](=[CH:9][CH:10]=1)[NH:7][CH2:6][CH2:5]2.[CH3:11][C:12]([O:15][C:16](O[C:16]([O:15][C:12]([CH3:14])([CH3:13])[CH3:11])=[O:17])=[O:17])([CH3:14])[CH3:13]. Given the product [C:12]([O:15][C:16]([N:7]1[C:8]2[C:4](=[CH:3][C:2]([Br:1])=[CH:10][CH:9]=2)[CH2:5][CH2:6]1)=[O:17])([CH3:14])([CH3:13])[CH3:11], predict the reactants needed to synthesize it. (5) The reactants are: [NH:1]1[C:10]2[C:5](=[CH:6][CH:7]=[CH:8][CH:9]=2)[CH2:4][CH2:3][CH:2]1[CH2:11][N:12]1[CH2:17][CH2:16][N:15]([C:18]2[CH:23]=[CH:22][CH:21]=[CH:20][C:19]=2[O:24][CH2:25][C:26]([F:29])([F:28])[F:27])[CH2:14][CH2:13]1.[CH2:30]([CH:32]([CH2:36][CH3:37])[C:33](Cl)=[O:34])[CH3:31]. Given the product [CH2:30]([CH:32]([CH2:36][CH3:37])[C:33]([N:1]1[C:10]2[C:5](=[CH:6][CH:7]=[CH:8][CH:9]=2)[CH2:4][CH2:3][CH:2]1[CH2:11][N:12]1[CH2:17][CH2:16][N:15]([C:18]2[CH:23]=[CH:22][CH:21]=[CH:20][C:19]=2[O:24][CH2:25][C:26]([F:28])([F:29])[F:27])[CH2:14][CH2:13]1)=[O:34])[CH3:31], predict the reactants needed to synthesize it. (6) Given the product [Br:13][C:10]1[CH:11]=[N:12][C:7]([C:5]([N:1]([CH3:4])[CH3:2])=[O:6])=[N:8][CH:9]=1, predict the reactants needed to synthesize it. The reactants are: [N:1]1([C:5]([C:7]2[N:12]=[CH:11][C:10]([Br:13])=[CH:9][N:8]=2)=[O:6])[CH2:4]C[CH2:2]1.CNC.